From a dataset of Catalyst prediction with 721,799 reactions and 888 catalyst types from USPTO. Predict which catalyst facilitates the given reaction. Reactant: Cl[C:2]1[N:3]=[CH:4][C:5](/[CH:8]=[CH:9]/[C:10]([O:12][CH2:13][CH3:14])=[O:11])=[N:6][CH:7]=1.Cl.Cl.[C:17]12([CH2:24][N:25]3[CH2:29][CH2:28][C@@H:27]([NH2:30])[CH2:26]3)[O:23][CH:20]([CH2:21][CH2:22]1)[CH2:19][CH2:18]2.CCN(CC)CC.O. Product: [C:17]12([CH2:24][N:25]3[CH2:29][CH2:28][C@@H:27]([NH:30][C:2]4[N:3]=[CH:4][C:5](/[CH:8]=[CH:9]/[C:10]([O:12][CH2:13][CH3:14])=[O:11])=[N:6][CH:7]=4)[CH2:26]3)[O:23][CH:20]([CH2:21][CH2:22]1)[CH2:19][CH2:18]2. The catalyst class is: 44.